This data is from NCI-60 drug combinations with 297,098 pairs across 59 cell lines. The task is: Regression. Given two drug SMILES strings and cell line genomic features, predict the synergy score measuring deviation from expected non-interaction effect. (1) Drug 1: CC1=C(C=C(C=C1)NC(=O)C2=CC=C(C=C2)CN3CCN(CC3)C)NC4=NC=CC(=N4)C5=CN=CC=C5. Drug 2: C1=CC=C(C(=C1)C(C2=CC=C(C=C2)Cl)C(Cl)Cl)Cl. Cell line: IGROV1. Synergy scores: CSS=0.794, Synergy_ZIP=-0.0234, Synergy_Bliss=-0.498, Synergy_Loewe=-1.00, Synergy_HSA=-1.02. (2) Drug 1: CC1OCC2C(O1)C(C(C(O2)OC3C4COC(=O)C4C(C5=CC6=C(C=C35)OCO6)C7=CC(=C(C(=C7)OC)O)OC)O)O. Drug 2: CC1=C(C=C(C=C1)NC(=O)C2=CC=C(C=C2)CN3CCN(CC3)C)NC4=NC=CC(=N4)C5=CN=CC=C5. Cell line: OVCAR3. Synergy scores: CSS=32.1, Synergy_ZIP=-3.50, Synergy_Bliss=4.40, Synergy_Loewe=-10.3, Synergy_HSA=2.78.